The task is: Predict the reactants needed to synthesize the given product.. This data is from Full USPTO retrosynthesis dataset with 1.9M reactions from patents (1976-2016). (1) Given the product [CH:38]1([CH2:37][O:1][C:2]2[C:27]([O:28][CH3:29])=[CH:26][C:5]3[C:6]4[N:11]([CH:12]([C:14]([CH3:18])([CH3:19])[CH2:15][O:16][CH3:17])[CH2:13][C:4]=3[CH:3]=2)[CH:10]=[C:9]([C:20]([O:22][CH2:23][CH3:24])=[O:21])[C:8](=[O:25])[CH:7]=4)[CH2:40][CH2:39]1, predict the reactants needed to synthesize it. The reactants are: [OH:1][C:2]1[C:27]([O:28][CH3:29])=[CH:26][C:5]2[C:6]3[N:11]([CH:12]([C:14]([CH3:19])([CH3:18])[CH2:15][O:16][CH3:17])[CH2:13][C:4]=2[CH:3]=1)[CH:10]=[C:9]([C:20]([O:22][CH2:23][CH3:24])=[O:21])[C:8](=[O:25])[CH:7]=3.C(=O)([O-])[O-].[K+].[K+].Br[CH2:37][CH:38]1[CH2:40][CH2:39]1.O. (2) Given the product [C:2]([C:5]1[CH:6]=[C:7]([C:11]2[N:12]=[CH:13][N:14]([C:16]([N:18]([CH:19]3[CH2:24][CH2:23][N:22]([CH2:38][C:37]4[CH:40]=[C:41]([O:44][CH3:45])[CH:42]=[CH:43][C:36]=4[F:35])[CH2:21][CH2:20]3)[CH3:25])=[O:17])[CH:15]=2)[CH:8]=[CH:9][CH:10]=1)(=[O:4])[NH2:3], predict the reactants needed to synthesize it. The reactants are: Cl.[C:2]([C:5]1[CH:6]=[C:7]([C:11]2[N:12]=[CH:13][N:14]([C:16]([N:18]([CH3:25])[CH:19]3[CH2:24][CH2:23][NH:22][CH2:21][CH2:20]3)=[O:17])[CH:15]=2)[CH:8]=[CH:9][CH:10]=1)(=[O:4])[NH2:3].C(N(CC)C(C)C)(C)C.[F:35][C:36]1[CH:43]=[CH:42][C:41]([O:44][CH3:45])=[CH:40][C:37]=1[CH:38]=O.[Na].C(O)(=O)C. (3) The reactants are: Br[C:2]1[CH:3]=[C:4]([CH:8]=[C:9]([S:11]([F:16])([F:15])([F:14])([F:13])[F:12])[CH:10]=1)[C:5]([OH:7])=[O:6].[N:17]1([C:23]([O:25][C:26]([CH3:29])([CH3:28])[CH3:27])=[O:24])[CH2:22][CH2:21][NH:20][CH2:19][CH2:18]1.C1(P(C2CCCCC2)C2C=CC=CC=2C2C(C(C)C)=CC(C(C)C)=CC=2C(C)C)CCCCC1.CC(C)([O-])C.[Na+]. Given the product [C:26]([O:25][C:23]([N:17]1[CH2:22][CH2:21][N:20]([C:2]2[CH:3]=[C:4]([CH:8]=[C:9]([S:11]([F:16])([F:15])([F:14])([F:13])[F:12])[CH:10]=2)[C:5]([OH:7])=[O:6])[CH2:19][CH2:18]1)=[O:24])([CH3:29])([CH3:27])[CH3:28], predict the reactants needed to synthesize it.